This data is from Full USPTO retrosynthesis dataset with 1.9M reactions from patents (1976-2016). The task is: Predict the reactants needed to synthesize the given product. (1) Given the product [NH2:1][C:4]1[CH:5]=[C:6]([CH:16]=[CH:17][CH:18]=1)[C:7]([NH:9][CH:10]1[CH2:15][CH2:14][O:13][CH2:12][CH2:11]1)=[O:8], predict the reactants needed to synthesize it. The reactants are: [N+:1]([C:4]1[CH:5]=[C:6]([CH:16]=[CH:17][CH:18]=1)[C:7]([NH:9][CH:10]1[CH2:15][CH2:14][O:13][CH2:12][CH2:11]1)=[O:8])([O-])=O.C([O-])=O.[NH4+]. (2) Given the product [CH2:31]([O:30][C:28]([N:11]1[C:12]2[C:7](=[CH:6][C:5]([C:21]3[N:22]([CH3:26])[N:23]=[CH:24][CH:25]=3)=[C:4]([CH:1]([CH3:3])[CH3:2])[CH:13]=2)[C:8](=[O:20])[N:9]([N:15]([C:28]([O:30][CH2:31][CH2:32][CH2:33][CH3:34])=[O:29])[S:16]([CH3:19])(=[O:17])=[O:18])[C:10]1=[O:14])=[O:29])[CH2:32][CH2:33][CH3:34], predict the reactants needed to synthesize it. The reactants are: [CH:1]([C:4]1[CH:13]=[C:12]2[C:7]([C:8](=[O:20])[N:9]([NH:15][S:16]([CH3:19])(=[O:18])=[O:17])[C:10](=[O:14])[NH:11]2)=[CH:6][C:5]=1[C:21]1[N:22]([CH3:26])[N:23]=[CH:24][CH:25]=1)([CH3:3])[CH3:2].Cl[C:28]([O:30][CH2:31][CH2:32][CH2:33][CH3:34])=[O:29]. (3) Given the product [Cl:1][C:2]1[C:11]2[C:6](=[CH:7][CH:8]=[CH:9][CH:10]=2)[N:5]=[CH:4][C:3]=1[C:12]([N:19]([O:20][CH3:21])[CH3:18])=[O:14], predict the reactants needed to synthesize it. The reactants are: [Cl:1][C:2]1[C:11]2[C:6](=[CH:7][CH:8]=[CH:9][CH:10]=2)[N:5]=[CH:4][C:3]=1[C:12]([O:14]CC)=O.Cl.[CH3:18][NH:19][O:20][CH3:21].C([Mg]Cl)(C)C.CCOCC. (4) Given the product [C:1]([C:5]1[O:9][N:8]=[C:7]([NH:10][C:11]([NH:13][C:14]2[CH:19]=[CH:18][CH:17]=[C:16]([S:20][C:21]3[C:30]4[C:25](=[CH:26][C:27]([O:33][CH2:34][CH2:35][CH2:36][N:45]5[CH2:46][CH2:47][N:42]([S:39]([CH3:38])(=[O:41])=[O:40])[CH2:43][CH2:44]5)=[C:28]([O:31][CH3:32])[CH:29]=4)[N:24]=[CH:23][N:22]=3)[CH:15]=2)=[O:12])[CH:6]=1)([CH3:4])([CH3:3])[CH3:2], predict the reactants needed to synthesize it. The reactants are: [C:1]([C:5]1[O:9][N:8]=[C:7]([NH:10][C:11]([NH:13][C:14]2[CH:19]=[CH:18][CH:17]=[C:16]([S:20][C:21]3[C:30]4[C:25](=[CH:26][C:27]([O:33][CH2:34][CH2:35][CH2:36]Cl)=[C:28]([O:31][CH3:32])[CH:29]=4)[N:24]=[CH:23][N:22]=3)[CH:15]=2)=[O:12])[CH:6]=1)([CH3:4])([CH3:3])[CH3:2].[CH3:38][S:39]([N:42]1[CH2:47][CH2:46][NH:45][CH2:44][CH2:43]1)(=[O:41])=[O:40].C(N(C(C)C)CC)(C)C. (5) Given the product [Br:1][C:2]1[N:7]=[C:6]([NH:8][C:9]2[CH:13]=[C:12]([CH:14]3[CH2:15][CH2:16]3)[NH:11][N:10]=2)[C:5]([CH2:17][OH:18])=[CH:4][N:3]=1, predict the reactants needed to synthesize it. The reactants are: [Br:1][C:2]1[N:7]=[C:6]([NH:8][C:9]2[CH:13]=[C:12]([CH:14]3[CH2:16][CH2:15]3)[NH:11][N:10]=2)[C:5]([C:17](OCC)=[O:18])=[CH:4][N:3]=1.[H-].[H-].[H-].[H-].[Li+].[Al+3].[O-]S([O-])(=O)=O.[Na+].[Na+].O. (6) The reactants are: [Sn](Cl)Cl.Cl.[Cl:5][C:6]1[CH:24]=[CH:23][CH:22]=[CH:21][C:7]=1[O:8][CH2:9][C:10]1[CH:17]=[CH:16][CH:15]=[C:14]([N+:18]([O-])=O)[C:11]=1[C:12]#[N:13].[OH-].[K+]. Given the product [NH2:18][C:14]1[CH:15]=[CH:16][CH:17]=[C:10]([CH2:9][O:8][C:7]2[CH:21]=[CH:22][CH:23]=[CH:24][C:6]=2[Cl:5])[C:11]=1[C:12]#[N:13], predict the reactants needed to synthesize it. (7) Given the product [C:1]([O:5][C:6]([NH:8][C@H:9]1[C@@H:13]([CH2:14][O:15][S:34]([CH3:33])(=[O:36])=[O:35])[CH2:12][N:11]([C:16]([O:18][CH2:19][C:20]2[CH:21]=[CH:22][CH:23]=[CH:24][CH:25]=2)=[O:17])[CH2:10]1)=[O:7])([CH3:4])([CH3:2])[CH3:3], predict the reactants needed to synthesize it. The reactants are: [C:1]([O:5][C:6]([NH:8][C@H:9]1[C@@H:13]([CH2:14][OH:15])[CH2:12][N:11]([C:16]([O:18][CH2:19][C:20]2[CH:25]=[CH:24][CH:23]=[CH:22][CH:21]=2)=[O:17])[CH2:10]1)=[O:7])([CH3:4])([CH3:3])[CH3:2].C(N(CC)CC)C.[CH3:33][S:34](Cl)(=[O:36])=[O:35].